Task: Regression/Classification. Given a drug SMILES string, predict its absorption, distribution, metabolism, or excretion properties. Task type varies by dataset: regression for continuous measurements (e.g., permeability, clearance, half-life) or binary classification for categorical outcomes (e.g., BBB penetration, CYP inhibition). Dataset: cyp1a2_veith.. Dataset: CYP1A2 inhibition data for predicting drug metabolism from PubChem BioAssay (1) The compound is CC(=O)N[C@@H]1CCSC1=O. The result is 0 (non-inhibitor). (2) The result is 0 (non-inhibitor). The drug is CCN(CC)CCCCCCCCOC(=O)c1cc(OC)c(OC)c(OC)c1.